This data is from Experimentally validated miRNA-target interactions with 360,000+ pairs, plus equal number of negative samples. The task is: Binary Classification. Given a miRNA mature sequence and a target amino acid sequence, predict their likelihood of interaction. The miRNA is hsa-miR-92b-5p with sequence AGGGACGGGACGCGGUGCAGUG. The protein sequence of the target gene is MAVEQDIFDAVVMADERFHGEGYQEGYEEGSSLGIVEGKRYGMVHGAKIGSEIGCYRGFALAWKCLLHSGAGEKDSRKMKVVEALIALLQDFPYDDPTYEKLHEDLDRIRGKFRQLCSLLNVQPDFKVTPGGSGLAF. Result: 0 (no interaction).